This data is from Forward reaction prediction with 1.9M reactions from USPTO patents (1976-2016). The task is: Predict the product of the given reaction. (1) Given the reactants C1(N[C:7]2[C:12]([CH3:13])=[C:11]([CH3:14])[N:10]=[C:9]([NH:15][CH2:16][C:17]3[CH:22]=[CH:21][CH:20]=[CH:19][N:18]=3)[N:8]=2)CCCC1.[F:23][C:24]1[CH:25]=[CH:26][C:27]([CH3:31])=[C:28]([NH2:30])[CH:29]=1, predict the reaction product. The product is: [F:23][C:24]1[CH:25]=[CH:26][C:27]([CH3:31])=[C:28]([NH:30][C:7]2[C:12]([CH3:13])=[C:11]([CH3:14])[N:10]=[C:9]([NH:15][CH2:16][C:17]3[CH:22]=[CH:21][CH:20]=[CH:19][N:18]=3)[N:8]=2)[CH:29]=1. (2) Given the reactants [N:1]([C:10]1[CH:16]=[CH:15][C:13]([NH2:14])=[CH:12][CH:11]=1)=[N:2][C:3]1[CH:9]=[CH:8][C:6]([NH2:7])=[CH:5][CH:4]=1.[C:17](Cl)(=[O:20])[CH2:18][CH3:19], predict the reaction product. The product is: [C:17]([NH:14][C:13]1[CH:15]=[CH:16][C:10]([N:1]=[N:2][C:3]2[CH:4]=[CH:5][C:6]([NH2:7])=[CH:8][CH:9]=2)=[CH:11][CH:12]=1)(=[O:20])[CH2:18][CH3:19].